Dataset: Forward reaction prediction with 1.9M reactions from USPTO patents (1976-2016). Task: Predict the product of the given reaction. (1) Given the reactants Br[C:2]1[CH:11]=[CH:10][CH:9]=[C:8]([Cl:12])[C:3]=1[C:4]([O:6][CH3:7])=[O:5].[C:13]1(B2OC(C)(C)C(C)(C)O2)[CH2:18][CH2:17][CH2:16][CH2:15][CH:14]=1.C(=O)([O-])[O-].[Na+].[Na+], predict the reaction product. The product is: [Cl:12][C:8]1[CH:9]=[CH:10][CH:11]=[C:2]([C:13]2[CH2:18][CH2:17][CH2:16][CH2:15][CH:14]=2)[C:3]=1[C:4]([O:6][CH3:7])=[O:5]. (2) Given the reactants [F:1][C:2]1[C:3]([N:11]2[N:15]=[CH:14][CH:13]=[N:12]2)=[C:4]([CH:8]=[CH:9][CH:10]=1)[C:5]([OH:7])=O.ON1C2N=CC=CC=2N=N1.C(Cl)CCl.Cl.[CH3:31][C@H:32]1[NH:37][CH2:36][C@H:35]([O:38][C:39]2[CH:44]=[C:43]([C:45]#[N:46])[CH:42]=[CH:41][N:40]=2)[CH2:34][CH2:33]1.CCN(C(C)C)C(C)C.CN([CH:59]=[O:60])C, predict the reaction product. The product is: [F:1][C:2]1[C:3]([N:11]2[N:15]=[CH:14][CH:13]=[N:12]2)=[C:4]([C:5]([N:37]2[C@H:32]([CH3:31])[CH2:33][CH2:34][C@@H:35]([O:38][C:39]3[C:44]([O:60][CH3:59])=[C:43]([C:45]#[N:46])[CH:42]=[CH:41][N:40]=3)[CH2:36]2)=[O:7])[CH:8]=[CH:9][CH:10]=1. (3) The product is: [C:20]([C:17]([C:13]1[CH:12]=[C:11]([CH:16]=[CH:15][CH:14]=1)[C:10]([NH:9][C:4]1[CH:5]=[CH:6][C:7]([CH3:8])=[C:2]([NH:1][C:35]([C:30]2[CH:31]=[C:32]3[C:27](=[CH:28][CH:29]=2)[N:26]=[CH:25][N:24]([CH3:23])[C:33]3=[O:34])=[O:36])[CH:3]=1)=[O:22])([CH3:19])[CH3:18])#[N:21]. Given the reactants [NH2:1][C:2]1[CH:3]=[C:4]([NH:9][C:10](=[O:22])[C:11]2[CH:16]=[CH:15][CH:14]=[C:13]([C:17]([C:20]#[N:21])([CH3:19])[CH3:18])[CH:12]=2)[CH:5]=[CH:6][C:7]=1[CH3:8].[CH3:23][N:24]1[C:33](=[O:34])[C:32]2[C:27](=[CH:28][CH:29]=[C:30]([C:35](O)=[O:36])[CH:31]=2)[N:26]=[CH:25]1.C(N(C(C)C)CC)(C)C.CN(C(ON1N=NC2C=CC=NC1=2)=[N+](C)C)C.F[P-](F)(F)(F)(F)F, predict the reaction product. (4) Given the reactants [Br-].[C:2]([CH2:5][CH2:6][CH2:7][P+](C1C=CC=CC=1)(C1C=CC=CC=1)C1C=CC=CC=1)([OH:4])=[O:3].[Cl:27][C:28]1[C:35]([O:36][CH3:37])=[CH:34][CH:33]=[CH:32][C:29]=1[CH:30]=O, predict the reaction product. The product is: [Cl:27][C:28]1[C:35]([O:36][CH3:37])=[CH:34][CH:33]=[CH:32][C:29]=1[CH:30]=[CH:7][CH2:6][CH2:5][C:2]([OH:4])=[O:3]. (5) Given the reactants [C:1]([N:4]1[C:12]2[C:7](=[CH:8][C:9]([C:13]([CH:15]3C(=O)O[C:18](C)([CH3:22])[O:17][C:16]3=[O:24])=[O:14])=[CH:10][CH:11]=2)[C:6]([CH3:25])=[N:5]1)(=[O:3])[CH3:2], predict the reaction product. The product is: [C:1]([N:4]1[C:12]2[C:7](=[CH:8][C:9]([C:13](=[O:14])[CH2:15][C:16]([O:17][CH2:18][CH3:22])=[O:24])=[CH:10][CH:11]=2)[C:6]([CH3:25])=[N:5]1)(=[O:3])[CH3:2].